Dataset: Catalyst prediction with 721,799 reactions and 888 catalyst types from USPTO. Task: Predict which catalyst facilitates the given reaction. (1) Reactant: [CH3:1][N:2]([CH3:22])[CH2:3][C:4]([C:6]1[CH:11]=[CH:10][C:9]([C@@H:12]([NH:14][C:15](=[O:21])[O:16][C:17]([CH3:20])([CH3:19])[CH3:18])[CH3:13])=[CH:8][CH:7]=1)=[O:5].[Na].C(=O)([O-])O.[Na+]. Product: [C:17]([O:16][C:15](=[O:21])[NH:14][C@H:12]([C:9]1[CH:8]=[CH:7][C:6]([CH:4]([OH:5])[CH2:3][N:2]([CH3:1])[CH3:22])=[CH:11][CH:10]=1)[CH3:13])([CH3:19])([CH3:18])[CH3:20]. The catalyst class is: 5. (2) Reactant: Br[C:2]1[S:22][C:5]2=[N:6][C:7]([CH3:21])=[CH:8][C:9]([NH:10][S:11]([C:14]3[CH:19]=[CH:18][CH:17]=[C:16]([Cl:20])[CH:15]=3)(=[O:13])=[O:12])=[C:4]2[C:3]=1[CH3:23].[NH:24]1[CH:28]=[CH:27][C:26](B(O)O)=[N:25]1.C(=O)([O-])[O-].[K+].[K+]. Product: [Cl:20][C:16]1[CH:15]=[C:14]([S:11]([NH:10][C:9]2[CH:8]=[C:7]([CH3:21])[N:6]=[C:5]3[S:22][C:2]([C:28]4[CH:27]=[CH:26][NH:25][N:24]=4)=[C:3]([CH3:23])[C:4]=23)(=[O:13])=[O:12])[CH:19]=[CH:18][CH:17]=1. The catalyst class is: 551. (3) Reactant: [F:1][C:2]1[CH:3]=[CH:4][C:5]2[N:10]([C:11]3[CH:16]=[CH:15][CH:14]=[CH:13][C:12]=3[F:17])[S:9](=[O:19])(=[O:18])[CH:8]([CH2:20][CH2:21][CH2:22][NH:23][CH3:24])[CH2:7][C:6]=2[CH:25]=1.BrC1C=CC([F:33])=CC=1CCS(Cl)(=O)=O.FC1C=C(F)C=CC=1N.CN(C)CC. Product: [F:17][C:12]1[CH:13]=[C:14]([F:33])[CH:15]=[CH:16][C:11]=1[N:10]1[C:5]2[CH:4]=[CH:3][C:2]([F:1])=[CH:25][C:6]=2[CH2:7][CH:8]([CH2:20][CH2:21][CH2:22][NH:23][CH3:24])[S:9]1(=[O:19])=[O:18]. The catalyst class is: 5. (4) Reactant: [CH3:1][O:2][C:3]1[CH:4]=[C:5]2[C:10](=[CH:11][C:12]=1[O:13][CH3:14])[N:9]=[CH:8][CH:7]=[C:6]2[O:15][C:16]1[CH:22]=[CH:21][C:19]([NH2:20])=[C:18]([CH3:23])[C:17]=1[CH3:24].C1(C)C=CC=CC=1.C(N(CC)CC)C.Cl[C:40](Cl)([O:42]C(=O)OC(Cl)(Cl)Cl)Cl.[C:51]1([CH:57]([OH:61])[CH2:58][CH2:59][CH3:60])[CH:56]=[CH:55][CH:54]=[CH:53][CH:52]=1. Product: [CH3:1][O:2][C:3]1[CH:4]=[C:5]2[C:10](=[CH:11][C:12]=1[O:13][CH3:14])[N:9]=[CH:8][CH:7]=[C:6]2[O:15][C:16]1[CH:22]=[CH:21][C:19]([NH:20][C:40](=[O:42])[O:61][CH:57]([C:51]2[CH:56]=[CH:55][CH:54]=[CH:53][CH:52]=2)[CH2:58][CH2:59][CH3:60])=[C:18]([CH3:23])[C:17]=1[CH3:24]. The catalyst class is: 2. (5) Reactant: [NH:1]1[C:10]2[C:5](=[CH:6][CH:7]=[C:8]([C:11](OC)=[O:12])[CH:9]=2)[CH2:4][CH2:3][CH2:2]1.CC(C[AlH]CC(C)C)C.C(C(C(C([O-])=O)O)O)([O-])=O.[K+].[Na+].O. Product: [NH:1]1[C:10]2[C:5](=[CH:6][CH:7]=[C:8]([CH2:11][OH:12])[CH:9]=2)[CH2:4][CH2:3][CH2:2]1. The catalyst class is: 1.